The task is: Predict the reaction yield, written as a fraction of the theoretical maximum amount of product (1.0 means a 100% yield; for example, 0.34 means a 34% yield).. This data is from Reaction yield outcomes from USPTO patents with 853,638 reactions. (1) The reactants are Br[C:2]1[CH:7]=[CH:6][CH:5]=[CH:4][C:3]=1[C:8]([CH3:11])([CH3:10])[CH3:9].C([Li])CCC.[CH2:17]=[O:18]. The catalyst is C1COCC1. The product is [C:8]([C:3]1[CH:4]=[CH:5][CH:6]=[CH:7][C:2]=1[CH2:17][OH:18])([CH3:11])([CH3:10])[CH3:9]. The yield is 0.750. (2) The reactants are [CH2:1]([N:8]1[C:12]2[CH:13]=[CH:14][C:15]3[N:16]([C:17]([CH3:20])=[N:18][N:19]=3)[C:11]=2[CH:10]=[C:9]1[C:21]1[CH:25]=[CH:24][N:23]([C:26]2([CH2:30][C:31]#[N:32])[CH2:29][NH:28][CH2:27]2)[N:22]=1)[C:2]1[CH:7]=[CH:6][CH:5]=[CH:4][CH:3]=1.[C:33](Cl)(=[O:35])[CH3:34].C(N(CC)CC)C. The catalyst is C(Cl)Cl. The product is [C:33]([N:28]1[CH2:29][C:26]([CH2:30][C:31]#[N:32])([N:23]2[CH:24]=[CH:25][C:21]([C:9]3[N:8]([CH2:1][C:2]4[CH:7]=[CH:6][CH:5]=[CH:4][CH:3]=4)[C:12]4[CH:13]=[CH:14][C:15]5[N:16]([C:17]([CH3:20])=[N:18][N:19]=5)[C:11]=4[CH:10]=3)=[N:22]2)[CH2:27]1)(=[O:35])[CH3:34]. The yield is 0.930.